From a dataset of Reaction yield outcomes from USPTO patents with 853,638 reactions. Predict the reaction yield, written as a fraction of the theoretical maximum amount of product (1.0 means a 100% yield; for example, 0.34 means a 34% yield). (1) The reactants are [CH3:1][O:2][C:3]1[CH:4]=[C:5]2[C:10](=[CH:11][C:12]=1[O:13][CH3:14])[N:9]=[CH:8][CH:7]=[C:6]2[O:15][C:16]1[CH:22]=[CH:21][C:19]([NH2:20])=[C:18]([F:23])[CH:17]=1.C(O)C.[C:27]1([C:33]([N:35]=[C:36]=[S:37])=[O:34])[CH:32]=[CH:31][CH:30]=[CH:29][CH:28]=1. The catalyst is C1(C)C=CC=CC=1. The product is [C:33]([NH:35][C:36]([NH:20][C:19]1[CH:21]=[CH:22][C:16]([O:15][C:6]2[C:5]3[C:10](=[CH:11][C:12]([O:13][CH3:14])=[C:3]([O:2][CH3:1])[CH:4]=3)[N:9]=[CH:8][CH:7]=2)=[CH:17][C:18]=1[F:23])=[S:37])(=[O:34])[C:27]1[CH:32]=[CH:31][CH:30]=[CH:29][CH:28]=1. The yield is 0.800. (2) The reactants are [OH-].[Na+].C([O:5][C:6](=[O:40])[CH2:7][C:8]1[N:9]=[C:10]([C:13]2[CH:18]=[CH:17][C:16]([C:19]([CH2:37][CH3:38])([C:22]3[CH:27]=[CH:26][C:25]([CH2:28][CH2:29][CH:30]([OH:35])[C:31]([CH3:34])([CH3:33])[CH3:32])=[C:24]([CH3:36])[CH:23]=3)[CH2:20][CH3:21])=[CH:15][C:14]=2[CH3:39])[S:11][CH:12]=1)C.Cl. The catalyst is CO. The product is [CH2:20]([C:19]([C:16]1[CH:17]=[CH:18][C:13]([C:10]2[S:11][CH:12]=[C:8]([CH2:7][C:6]([OH:40])=[O:5])[N:9]=2)=[C:14]([CH3:39])[CH:15]=1)([C:22]1[CH:27]=[CH:26][C:25]([CH2:28][CH2:29][CH:30]([OH:35])[C:31]([CH3:33])([CH3:34])[CH3:32])=[C:24]([CH3:36])[CH:23]=1)[CH2:37][CH3:38])[CH3:21]. The yield is 1.00.